This data is from Reaction yield outcomes from USPTO patents with 853,638 reactions. The task is: Predict the reaction yield, written as a fraction of the theoretical maximum amount of product (1.0 means a 100% yield; for example, 0.34 means a 34% yield). (1) The reactants are [NH2:1][C:2]1[C:7]([N+:8]([O-:10])=[O:9])=[CH:6][CH:5]=[CH:4][C:3]=1[OH:11].[F:12][C:13]([F:24])([F:23])[C:14](O[C:14](=O)[C:13]([F:24])([F:23])[F:12])=O. The catalyst is C(Cl)Cl. The product is [N+:8]([C:7]1[C:2]2[N:1]=[C:14]([C:13]([F:24])([F:23])[F:12])[O:11][C:3]=2[CH:4]=[CH:5][CH:6]=1)([O-:10])=[O:9]. The yield is 0.720. (2) The reactants are C1(P(C2C=CC=CC=2)C2C=CC=CC=2)C=CC=CC=1.N1C=CN=C1.[I:25]I.O[CH2:28][CH2:29][C:30]1[CH:31]=[C:32]([C:36]2[CH:41]=[CH:40][CH:39]=[CH:38][CH:37]=2)[CH:33]=[CH:34][CH:35]=1. The catalyst is ClCCl. The product is [I:25][CH2:28][CH2:29][C:30]1[CH:31]=[C:32]([C:36]2[CH:41]=[CH:40][CH:39]=[CH:38][CH:37]=2)[CH:33]=[CH:34][CH:35]=1. The yield is 0.720. (3) The reactants are C([O:5][C:6](=[O:71])[CH2:7][N:8]1[CH2:16][CH2:15][N:14]([CH2:17][CH:18]([NH:54][CH2:55][C:56]([O:58]C(C)(C)C)=[O:57])[CH2:19][C:20]2[CH:25]=[CH:24][C:23]([NH:26][C:27](=[O:53])[CH2:28][CH2:29][CH:30]([CH:32]3[C:48]4([CH3:49])[CH:35]([CH:36]5[CH:45]([CH2:46][CH:47]4[OH:50])[C:44]4([CH3:51])[CH:39]([CH2:40][CH:41]([OH:52])[CH2:42][CH2:43]4)[CH2:38][CH2:37]5)[CH2:34][CH2:33]3)[CH3:31])=[CH:22][CH:21]=2)[CH2:13][CH2:12][N:11]([CH2:63][C:64]([O:66]C(C)(C)C)=[O:65])[CH2:10][CH2:9]1)(C)(C)C.Cl.CCOCC. The yield is 0.980. The catalyst is O1CCOCC1. The product is [C:6]([CH2:7][N:8]1[CH2:16][CH2:15][N:14]([CH2:17][CH:18]([NH:54][CH2:55][C:56]([OH:58])=[O:57])[CH2:19][C:20]2[CH:21]=[CH:22][C:23]([NH:26][C:27](=[O:53])[CH2:28][CH2:29][CH:30]([CH:32]3[C:48]4([CH3:49])[CH:35]([CH:36]5[CH:45]([CH2:46][CH:47]4[OH:50])[C:44]4([CH3:51])[CH:39]([CH2:40][CH:41]([OH:52])[CH2:42][CH2:43]4)[CH2:38][CH2:37]5)[CH2:34][CH2:33]3)[CH3:31])=[CH:24][CH:25]=2)[CH2:13][CH2:12][N:11]([CH2:63][C:64]([OH:66])=[O:65])[CH2:10][CH2:9]1)([OH:71])=[O:5].